The task is: Predict the product of the given reaction.. This data is from Forward reaction prediction with 1.9M reactions from USPTO patents (1976-2016). (1) Given the reactants [F:1][C:2]1[CH:3]=[C:4]([C:8](=O)[CH2:9][S:10][C:11]#[N:12])[CH:5]=[CH:6][CH:7]=1.[BrH:14].C(O)(=O)C.O, predict the reaction product. The product is: [Br:14][C:11]1[S:10][CH:9]=[C:8]([C:4]2[CH:5]=[CH:6][CH:7]=[C:2]([F:1])[CH:3]=2)[N:12]=1. (2) Given the reactants [NH2:1][C:2]1[CH:7]=[C:6]([NH:8][CH2:9][CH:10]2[CH2:15][CH2:14][N:13]([C:16]([O:18][C:19]([CH3:22])([CH3:21])[CH3:20])=[O:17])[CH2:12][CH2:11]2)[C:5]([Cl:23])=[CH:4][N:3]=1.Br[C:25]1[N:26]=[CH:27][C:28]([C:31]#[N:32])=[N:29][CH:30]=1.C1(P(C2C=CC=CC=2)C2C=CC3C(=CC=CC=3)C=2C2C3C(=CC=CC=3)C=CC=2P(C2C=CC=CC=2)C2C=CC=CC=2)C=CC=CC=1.CC(C)([O-])C.[Na+], predict the reaction product. The product is: [Cl:23][C:5]1[C:6]([NH:8][CH2:9][CH:10]2[CH2:11][CH2:12][N:13]([C:16]([O:18][C:19]([CH3:20])([CH3:22])[CH3:21])=[O:17])[CH2:14][CH2:15]2)=[CH:7][C:2]([NH:1][C:25]2[CH:30]=[N:29][C:28]([C:31]#[N:32])=[CH:27][N:26]=2)=[N:3][CH:4]=1. (3) The product is: [CH3:13][N:14]1[C:22]2[C:17](=[CH:18][CH:19]=[CH:20][CH:21]=2)[C:16]([C:23]([OH:25])=[O:24])=[C:15]1[CH3:1]. Given the reactants [CH:1](NC(C)C)(C)C.C([Li])CCC.[CH3:13][N:14]1[C:22]2[C:17](=[CH:18][CH:19]=[CH:20][CH:21]=2)[C:16]([C:23]([OH:25])=[O:24])=[CH:15]1.CI, predict the reaction product. (4) Given the reactants [CH3:1][C:2]1[CH:7]=[CH:6][CH:5]=[C:4]([CH3:8])[C:3]=1[NH:9][C:10](=[O:30])[CH2:11][N:12]1[CH2:17][CH2:16][N:15]([C:18](=[O:29])C(O)CCC2C=CC=CC=2)[CH2:14][CH2:13]1.[C:31]1([CH2:37]C(O)=O)[CH:36]=[CH:35][CH:34]=[CH:33][CH:32]=1.OC1C=CC=CC=1[C@@H](CC)C(O)=O, predict the reaction product. The product is: [CH3:8][C:4]1[CH:5]=[CH:6][CH:7]=[C:2]([CH3:1])[C:3]=1[NH:9][C:10](=[O:30])[CH2:11][N:12]1[CH2:13][CH2:14][N:15]([C:18](=[O:29])[CH2:37][C:31]2[CH:36]=[CH:35][CH:34]=[CH:33][CH:32]=2)[CH2:16][CH2:17]1. (5) Given the reactants [OH-].[Na+].[F:3][C:4]1[CH:5]=[C:6]([CH2:11][C:12]#[N:13])[CH:7]=[CH:8][C:9]=1[F:10].Br[CH2:15][CH2:16]Cl, predict the reaction product. The product is: [F:3][C:4]1[CH:5]=[C:6]([C:11]2([C:12]#[N:13])[CH2:16][CH2:15]2)[CH:7]=[CH:8][C:9]=1[F:10]. (6) Given the reactants [CH3:1][O:2][C:3]([C:5]1[Se:9][C:8]([C:10]([O:12][CH3:13])=[O:11])=[C:7]([N+:14]([O-])=O)[CH:6]=1)=[O:4].COC(C1[Se]C(C(OC)=O)=CC=1[NH2:26])=O.N([O-])=O.[Na+].C(=O)([O-])[O-].[K+].[K+].[CH3:41][NH:42][CH3:43], predict the reaction product. The product is: [CH3:41][N:42]([N:26]=[N:14][C:7]1[CH:6]=[C:5]([C:3]([O:2][CH3:1])=[O:4])[Se:9][C:8]=1[C:10]([O:12][CH3:13])=[O:11])[CH3:43]. (7) Given the reactants F[C:2]1[CH:9]=[CH:8][C:7]([C:10]([F:13])([F:12])[F:11])=[CH:6][C:3]=1[C:4]#[N:5].[CH3:14][NH:15][NH2:16], predict the reaction product. The product is: [CH3:14][N:15]1[C:2]2[C:3](=[CH:6][C:7]([C:10]([F:11])([F:12])[F:13])=[CH:8][CH:9]=2)[C:4]([NH2:5])=[N:16]1. (8) Given the reactants [NH2:1][C:2]1[CH:7]=[CH:6][CH:5]=[CH:4][C:3]=1[OH:8].[C:9](O[C:9]([O:11][C:12]([CH3:15])([CH3:14])[CH3:13])=[O:10])([O:11][C:12]([CH3:15])([CH3:14])[CH3:13])=[O:10], predict the reaction product. The product is: [C:12]([O:11][C:9]([NH:1][C:2]1[CH:7]=[CH:6][CH:5]=[CH:4][C:3]=1[OH:8])=[O:10])([CH3:15])([CH3:14])[CH3:13].